Dataset: Forward reaction prediction with 1.9M reactions from USPTO patents (1976-2016). Task: Predict the product of the given reaction. Given the reactants CC1(C)[O:7][C:6](=O)[CH:5]=[C:4]([CH3:9])O1.[NH2:11][C:12]([CH3:24])=[CH:13][C:14](=[O:23])[CH2:15][N:16]1[C:20]([CH3:21])=[CH:19][C:18]([CH3:22])=[N:17]1, predict the reaction product. The product is: [CH3:22][C:18]1[CH:19]=[C:20]([CH3:21])[N:16]([CH2:15][C:14]([C:13]2[C:6](=[O:7])[CH:5]=[C:4]([CH3:9])[NH:11][C:12]=2[CH3:24])=[O:23])[N:17]=1.